Task: Regression. Given a peptide amino acid sequence and an MHC pseudo amino acid sequence, predict their binding affinity value. This is MHC class I binding data.. Dataset: Peptide-MHC class I binding affinity with 185,985 pairs from IEDB/IMGT The peptide sequence is VTESYKVI. The MHC is Mamu-A02 with pseudo-sequence Mamu-A02. The binding affinity (normalized) is 0.0240.